From a dataset of NCI-60 drug combinations with 297,098 pairs across 59 cell lines. Regression. Given two drug SMILES strings and cell line genomic features, predict the synergy score measuring deviation from expected non-interaction effect. (1) Drug 1: COC1=CC(=CC(=C1O)OC)C2C3C(COC3=O)C(C4=CC5=C(C=C24)OCO5)OC6C(C(C7C(O6)COC(O7)C8=CC=CS8)O)O. Drug 2: C#CCC(CC1=CN=C2C(=N1)C(=NC(=N2)N)N)C3=CC=C(C=C3)C(=O)NC(CCC(=O)O)C(=O)O. Cell line: KM12. Synergy scores: CSS=19.2, Synergy_ZIP=-5.87, Synergy_Bliss=-4.55, Synergy_Loewe=-2.91, Synergy_HSA=-3.20. (2) Drug 1: CC1=C(C=C(C=C1)C(=O)NC2=CC(=CC(=C2)C(F)(F)F)N3C=C(N=C3)C)NC4=NC=CC(=N4)C5=CN=CC=C5. Drug 2: C(CC(=O)O)C(=O)CN.Cl. Cell line: HS 578T. Synergy scores: CSS=4.47, Synergy_ZIP=-1.17, Synergy_Bliss=3.99, Synergy_Loewe=-7.60, Synergy_HSA=-7.75. (3) Drug 1: CNC(=O)C1=CC=CC=C1SC2=CC3=C(C=C2)C(=NN3)C=CC4=CC=CC=N4. Drug 2: C1=NC2=C(N=C(N=C2N1C3C(C(C(O3)CO)O)O)F)N. Cell line: U251. Synergy scores: CSS=8.12, Synergy_ZIP=-4.68, Synergy_Bliss=-6.11, Synergy_Loewe=-21.4, Synergy_HSA=-5.97. (4) Drug 2: CC1=C(C(=CC=C1)Cl)NC(=O)C2=CN=C(S2)NC3=CC(=NC(=N3)C)N4CCN(CC4)CCO. Drug 1: C1=C(C(=O)NC(=O)N1)N(CCCl)CCCl. Cell line: HL-60(TB). Synergy scores: CSS=64.8, Synergy_ZIP=8.54, Synergy_Bliss=8.55, Synergy_Loewe=7.10, Synergy_HSA=7.33. (5) Drug 1: CC(C)(C1=NC(=CC=C1)N2C3=NC(=NC=C3C(=O)N2CC=C)NC4=CC=C(C=C4)N5CCN(CC5)C)O. Drug 2: C1CC(CNC1)C2=CC=C(C=C2)N3C=C4C=CC=C(C4=N3)C(=O)N. Cell line: UACC62. Synergy scores: CSS=36.0, Synergy_ZIP=5.46, Synergy_Bliss=8.82, Synergy_Loewe=5.97, Synergy_HSA=9.90. (6) Drug 1: C1=CC(=CC=C1CCCC(=O)O)N(CCCl)CCCl. Drug 2: C1=NNC2=C1C(=O)NC=N2. Cell line: T-47D. Synergy scores: CSS=17.1, Synergy_ZIP=-6.83, Synergy_Bliss=-8.99, Synergy_Loewe=-31.7, Synergy_HSA=-9.84. (7) Cell line: K-562. Drug 1: CN(C)N=NC1=C(NC=N1)C(=O)N. Drug 2: C1CCC(C(C1)N)N.C(=O)(C(=O)[O-])[O-].[Pt+4]. Synergy scores: CSS=19.4, Synergy_ZIP=-0.158, Synergy_Bliss=-1.54, Synergy_Loewe=-5.19, Synergy_HSA=0.209.